Dataset: Forward reaction prediction with 1.9M reactions from USPTO patents (1976-2016). Task: Predict the product of the given reaction. (1) The product is: [CH2:12]([O:19][C:20]([N:22]1[CH:26]([C:27](=[O:46])[NH:28][C:29]2[S:30][CH:31]=[C:32]([C:34]3[CH:35]=[CH:36][C:37]([C:40](=[O:45])[NH:41][CH:42]4[CH2:44][CH2:43]4)=[CH:38][CH:39]=3)[N:33]=2)[CH2:25][S:24][CH:7]1[C:6]1[CH:9]=[CH:10][CH:11]=[C:4]([C:1](=[O:3])[CH3:2])[CH:5]=1)=[O:21])[C:13]1[CH:18]=[CH:17][CH:16]=[CH:15][CH:14]=1. Given the reactants [C:1]([C:4]1[CH:5]=[C:6]([CH:9]=[CH:10][CH:11]=1)[CH:7]=O)(=[O:3])[CH3:2].[CH2:12]([O:19][C:20]([N:22]1[CH:26]([C:27](=[O:46])[NH:28][C:29]2[S:30][CH:31]=[C:32]([C:34]3[CH:39]=[CH:38][C:37]([C:40](=[O:45])[NH:41][CH:42]4[CH2:44][CH2:43]4)=[CH:36][CH:35]=3)[N:33]=2)[CH2:25][S:24]C1C1C=CC(C(=O)C)=CC=1)=[O:21])[C:13]1[CH:18]=[CH:17][CH:16]=[CH:15][CH:14]=1, predict the reaction product. (2) Given the reactants Br[C:2]1([F:20])[CH:19]=[CH:18][C:5]([C:6]([NH:8][CH:9]2[CH2:17][C:16]3[C:11](=[CH:12][CH:13]=[CH:14][CH:15]=3)[CH2:10]2)=[O:7])=[CH:4][CH2:3]1.[F:21][C:22]([F:33])([F:32])[C:23]1[CH:24]=[C:25](B(O)O)[CH:26]=[CH:27][CH:28]=1.O.O.O.O.O.O.O.O.[OH-].[Ba+2].[OH-].O, predict the reaction product. The product is: [F:20][C:2]1[CH:19]=[CH:18][C:5]([C:6]([NH:8][CH:9]2[CH2:17][C:16]3[C:11](=[CH:12][CH:13]=[CH:14][C:15]=3[C:27]3[CH:26]=[CH:25][CH:24]=[C:23]([C:22]([F:33])([F:32])[F:21])[CH:28]=3)[CH2:10]2)=[O:7])=[CH:4][CH:3]=1. (3) The product is: [CH2:16]([O:23][C:24]1[CH:29]=[CH:28][C:27]([C:2]2[N:3]3[C:7]([N:8]=[C:9]4[CH2:15][CH2:14][CH2:13][CH2:12][CH2:11][C:10]=24)=[CH:6][CH:5]=[N:4]3)=[CH:26][CH:25]=1)[C:17]1[CH:22]=[CH:21][CH:20]=[CH:19][CH:18]=1. Given the reactants Cl[C:2]1[N:3]2[C:7]([N:8]=[C:9]3[CH2:15][CH2:14][CH2:13][CH2:12][CH2:11][C:10]=13)=[CH:6][CH:5]=[N:4]2.[CH2:16]([O:23][C:24]1[CH:29]=[CH:28][C:27](B(O)O)=[CH:26][CH:25]=1)[C:17]1[CH:22]=[CH:21][CH:20]=[CH:19][CH:18]=1.C([O-])([O-])=O.[Na+].[Na+], predict the reaction product. (4) Given the reactants [CH2:1]([O:3][C:4](=[O:29])[CH2:5][C:6]1[CH:11]=[C:10]([S:12][C:13]2[C:21]3[C:16](=[C:17]([F:23])[C:18]([Cl:22])=[CH:19][CH:20]=3)[NH:15][C:14]=2[CH3:24])[CH:9]=[CH:8][C:7]=1[C:25]([F:28])([F:27])[F:26])[CH3:2].I[C:31]1[CH:32]=[N:33][N:34]([CH2:36][CH2:37][CH3:38])[CH:35]=1, predict the reaction product. The product is: [CH2:1]([O:3][C:4](=[O:29])[CH2:5][C:6]1[CH:11]=[C:10]([S:12][C:13]2[C:21]3[C:16](=[C:17]([F:23])[C:18]([Cl:22])=[CH:19][CH:20]=3)[N:15]([C:31]3[CH:32]=[N:33][N:34]([CH2:36][CH2:37][CH3:38])[CH:35]=3)[C:14]=2[CH3:24])[CH:9]=[CH:8][C:7]=1[C:25]([F:28])([F:26])[F:27])[CH3:2].